This data is from Full USPTO retrosynthesis dataset with 1.9M reactions from patents (1976-2016). The task is: Predict the reactants needed to synthesize the given product. Given the product [Br:1][C:2]1[S:6][C:5]2=[CH:7][N:8]=[CH:9][N:4]2[CH:3]=1, predict the reactants needed to synthesize it. The reactants are: [Br:1][C:2]1[S:6][C:5]2=[C:7](C(O)=O)[N:8]=[CH:9][N:4]2[CH:3]=1.C1(O)C=CC=CC=1.